Dataset: Reaction yield outcomes from USPTO patents with 853,638 reactions. Task: Predict the reaction yield, written as a fraction of the theoretical maximum amount of product (1.0 means a 100% yield; for example, 0.34 means a 34% yield). (1) The reactants are [CH3:1][C:2]([C:5]([OH:7])=[O:6])([CH3:4])[NH2:3].[OH-].[Na+].[C:10](#[N:13])[CH:11]=[CH2:12].C(O)(=O)C. The catalyst is O. The product is [C:10]([CH2:11][CH2:12][NH:3][C:2]([CH3:4])([C:5]([OH:7])=[O:6])[CH3:1])#[N:13]. The yield is 0.950. (2) The reactants are [CH:1]1([CH2:4][NH:5][N:6]2[C:15]3[C:10](=[CH:11][CH:12]=[CH:13][CH:14]=3)[C:9]([OH:16])=[C:8]([C:17]3[NH:22][C:21]4[CH:23]=[CH:24][C:25]([OH:30])=[C:26]([N+:27]([O-:29])=[O:28])[C:20]=4[S:19](=[O:32])(=[O:31])[N:18]=3)[C:7]2=[O:33])[CH2:3][CH2:2]1.Br[CH2:35][C:36]([NH2:38])=[O:37].C(=O)([O-])[O-].[K+].[K+]. The yield is 0.540. The product is [CH:1]1([CH2:4][NH:5][N:6]2[C:15]3[C:10](=[CH:11][CH:12]=[CH:13][CH:14]=3)[C:9]([OH:16])=[C:8]([C:17]3[NH:22][C:21]4[CH:23]=[CH:24][C:25]([O:30][CH2:35][C:36]([NH2:38])=[O:37])=[C:26]([N+:27]([O-:29])=[O:28])[C:20]=4[S:19](=[O:32])(=[O:31])[N:18]=3)[C:7]2=[O:33])[CH2:2][CH2:3]1. The catalyst is CN(C)C=O.[I-].C([N+](CCCC)(CCCC)CCCC)CCC. (3) The reactants are [Cl:1][C:2]1[N:7]=[C:6]([Cl:8])[C:5]([CH:9]([CH3:11])[CH3:10])=[C:4]([O:12][C:13]2[CH:18]=[C:17]([CH3:19])[CH:16]=[C:15]([CH3:20])[CH:14]=2)[N:3]=1.C1C(=O)N([Br:28])C(=O)C1.C(OOC(=O)C1C=CC=CC=1)(=O)C1C=CC=CC=1. The catalyst is C(Cl)(Cl)(Cl)Cl.[W]. The product is [Br:28][CH2:19][C:17]1[CH:18]=[C:13]([CH:14]=[C:15]([CH3:20])[CH:16]=1)[O:12][C:4]1[C:5]([CH:9]([CH3:10])[CH3:11])=[C:6]([Cl:8])[N:7]=[C:2]([Cl:1])[N:3]=1. The yield is 0.620. (4) The reactants are [CH3:1][CH:2]([CH3:12])[CH:3]=[CH:4][CH2:5][CH2:6][CH2:7][CH2:8][C:9]([OH:11])=[O:10].N[C@H]1CCCC[C@H]1O. The catalyst is C(Cl)(Cl)Cl. The product is [CH3:1][CH:2]([CH3:12])/[CH:3]=[CH:4]/[CH2:5][CH2:6][CH2:7][CH2:8][C:9]([OH:11])=[O:10]. The yield is 0.351. (5) The reactants are [NH2:1][C:2]1[C:3]([CH3:17])=[C:4]([CH:13]=[CH:14][C:15]=1[CH3:16])[CH2:5][NH:6][C:7](=[O:12])[C:8]([CH3:11])([CH3:10])[CH3:9].[C:18](N1C=CC=CC1=O)(N1C=CC=CC1=O)=[S:19]. No catalyst specified. The product is [CH3:17][C:3]1[C:2]([N:1]=[C:18]=[S:19])=[C:15]([CH3:16])[CH:14]=[CH:13][C:4]=1[CH2:5][NH:6][C:7](=[O:12])[C:8]([CH3:11])([CH3:10])[CH3:9]. The yield is 0.650. (6) The reactants are [F:1][C:2]([F:12])([F:11])[O:3][C:4]1[CH:10]=[CH:9][CH:8]=[CH:7][C:5]=1[NH2:6].[C:13](O[C:13]([O:15][C:16]([CH3:19])([CH3:18])[CH3:17])=[O:14])([O:15][C:16]([CH3:19])([CH3:18])[CH3:17])=[O:14]. The catalyst is C1(C)C=CC=CC=1. The product is [C:16]([O:15][C:13](=[O:14])[NH:6][C:5]1[CH:7]=[CH:8][CH:9]=[CH:10][C:4]=1[O:3][C:2]([F:11])([F:12])[F:1])([CH3:19])([CH3:18])[CH3:17]. The yield is 0.910. (7) The reactants are [NH2:1][C:2]1[CH:7]=[CH:6][C:5]([N:8]2[CH2:17][CH2:16][C:15]3[C:10](=[CH:11][CH:12]=[C:13]([O:18][CH3:19])[CH:14]=3)[CH:9]2[CH2:20][C:21]2[CH:26]=[CH:25][C:24]([O:27][CH2:28][C:29]3[CH:34]=[CH:33][CH:32]=[CH:31][CH:30]=3)=[CH:23][CH:22]=2)=[CH:4][CH:3]=1.[C:35](Cl)(=[O:37])[CH3:36]. The catalyst is C(Cl)Cl. The product is [C:35]([NH:1][C:2]1[CH:7]=[CH:6][C:5]([N:8]2[CH2:17][CH2:16][C:15]3[C:10](=[CH:11][CH:12]=[C:13]([O:18][CH3:19])[CH:14]=3)[CH:9]2[CH2:20][C:21]2[CH:26]=[CH:25][C:24]([O:27][CH2:28][C:29]3[CH:30]=[CH:31][CH:32]=[CH:33][CH:34]=3)=[CH:23][CH:22]=2)=[CH:4][CH:3]=1)(=[O:37])[CH3:36]. The yield is 0.870.